This data is from Full USPTO retrosynthesis dataset with 1.9M reactions from patents (1976-2016). The task is: Predict the reactants needed to synthesize the given product. (1) Given the product [Cl:5][C:6]1[N:11]=[C:10]([Cl:12])[C:9]([F:13])=[C:8]([CH2:3][CH3:4])[N:7]=1, predict the reactants needed to synthesize it. The reactants are: [Mg].Br[CH2:3][CH3:4].[Cl:5][C:6]1[N:11]=[C:10]([Cl:12])[C:9]([F:13])=[CH:8][N:7]=1.II. (2) Given the product [C:1]1([C:7]2[N:11]([S:12]([C:15]3[CH:20]=[CH:19][CH:18]=[C:17]([OH:21])[CH:16]=3)(=[O:13])=[O:14])[CH:10]=[C:9]([CH2:28][N:29]([CH3:37])[C:30](=[O:36])[O:31][C:32]([CH3:33])([CH3:34])[CH3:35])[CH:8]=2)[CH2:6][CH2:5][CH2:4][CH2:3][CH:2]=1, predict the reactants needed to synthesize it. The reactants are: [C:1]1([C:7]2[N:11]([S:12]([C:15]3[CH:20]=[CH:19][CH:18]=[C:17]([O:21]C4CCCCO4)[CH:16]=3)(=[O:14])=[O:13])[CH:10]=[C:9]([CH2:28][N:29]([CH3:37])[C:30](=[O:36])[O:31][C:32]([CH3:35])([CH3:34])[CH3:33])[CH:8]=2)[CH2:6][CH2:5][CH2:4][CH2:3][CH:2]=1.C1(C)C=CC(S(O)(=O)=O)=CC=1.[Cl-].[NH4+].